This data is from Peptide-MHC class II binding affinity with 134,281 pairs from IEDB. The task is: Regression. Given a peptide amino acid sequence and an MHC pseudo amino acid sequence, predict their binding affinity value. This is MHC class II binding data. (1) The peptide sequence is FERLAITKGKVDPTD. The MHC is DRB1_0802 with pseudo-sequence DRB1_0802. The binding affinity (normalized) is 0.265. (2) The MHC is DRB1_0701 with pseudo-sequence DRB1_0701. The binding affinity (normalized) is 0.555. The peptide sequence is QTYYLSMEYLQGRAL. (3) The peptide sequence is EGTKVTFHVEKGSNP. The MHC is DRB1_1501 with pseudo-sequence DRB1_1501. The binding affinity (normalized) is 0.130. (4) The peptide sequence is AWMSAAATQAEQAAT. The MHC is DRB1_0701 with pseudo-sequence DRB1_0701. The binding affinity (normalized) is 0.519.